From a dataset of HIV replication inhibition screening data with 41,000+ compounds from the AIDS Antiviral Screen. Binary Classification. Given a drug SMILES string, predict its activity (active/inactive) in a high-throughput screening assay against a specified biological target. (1) The drug is CC(OC1CC(=O)CC2C(=O)C=CC(=O)C12)c1ccccc1. The result is 0 (inactive). (2) The drug is COC(=O)C1Cc2ccc3c(c2C1=O)CCCC3. The result is 0 (inactive). (3) The drug is O=[N+]([O-])c1nccn1CC(O)c1ccccc1. The result is 0 (inactive).